Dataset: Catalyst prediction with 721,799 reactions and 888 catalyst types from USPTO. Task: Predict which catalyst facilitates the given reaction. (1) Product: [CH2:1]([O:3][C:4]([CH:5]1[CH2:6][N:7]([CH:8]2[CH2:12][CH2:11][CH2:10][CH2:9]2)[C:20]2[N:21]=[C:22]([S:25][CH3:26])[N:23]=[CH:24][C:19]=2[C:17]1=[O:16])=[O:13])[CH3:2]. Reactant: [CH2:1]([O:3][C:4](=[O:13])[CH2:5][CH2:6][NH:7][CH:8]1[CH2:12][CH2:11][CH2:10][CH2:9]1)[CH3:2].C([O:16][C:17]([C:19]1[C:20](Cl)=[N:21][C:22]([S:25][CH3:26])=[N:23][CH:24]=1)=O)C.C(N(C(C)C)CC)(C)C. The catalyst class is: 2. (2) Reactant: O[CH2:2][CH2:3][N:4]1[C:8]([C:9]2[CH:14]=[CH:13][CH:12]=[CH:11][C:10]=2[OH:15])=[CH:7][N:6]=[CH:5]1.C1C=CC(P(C2C=CC=CC=2)C2C=CC=CC=2)=CC=1.CCOC(/N=N/C(OCC)=O)=O. Product: [CH:7]1[N:6]=[CH:5][N:4]2[C:8]=1[C:9]1[CH:14]=[CH:13][CH:12]=[CH:11][C:10]=1[O:15][CH2:2][CH2:3]2. The catalyst class is: 1. (3) Reactant: Br[C:2]1[C:3]([CH:8]=[O:9])=[N:4][N:5]([CH3:7])[CH:6]=1.C(Cl)(Cl)Cl.C([O-])([O-])=O.[K+].[K+].CC1(C)C2C(=C(P(C3C=CC=CC=3)C3C=CC=CC=3)C=CC=2)OC2C(P(C3C=CC=CC=3)C3C=CC=CC=3)=CC=CC1=2.C([S:65][CH2:66][CH:67]1[CH2:72][CH2:71][N:70]([C:73]([O:75][C:76]([CH3:79])([CH3:78])[CH3:77])=[O:74])[CH2:69][CH2:68]1)(=O)C.CO. Product: [CH:8]([C:3]1[C:2]([S:65][CH2:66][CH:67]2[CH2:72][CH2:71][N:70]([C:73]([O:75][C:76]([CH3:79])([CH3:78])[CH3:77])=[O:74])[CH2:69][CH2:68]2)=[CH:6][N:5]([CH3:7])[N:4]=1)=[O:9]. The catalyst class is: 62. (4) Reactant: F[P-](F)(F)(F)(F)F.N1(O[P+](N(C)C)(N(C)C)N(C)C)C2C=CC=CC=2N=N1.[Cl-].FC(F)(F)C(O)=O.[NH2:36][C:37]1[CH:38]=[C:39]2[C:43](=[CH:44][CH:45]=1)[NH:42][C:41]([C:46]([NH:48][CH2:49][C:50]1[CH:55]=[CH:54][C:53]([Cl:56])=[C:52]([O:57][C:58]3[CH:63]=[C:62]([C:64]#[N:65])[CH:61]=[C:60]([Cl:66])[CH:59]=3)[C:51]=1[F:67])=[O:47])=[CH:40]2.[CH3:68][C:69]([O:72][C:73]([N:75]1[CH2:80][CH2:79][CH2:78][CH2:77][C@H:76]1[C:81](O)=[O:82])=[O:74])([CH3:71])[CH3:70].C(N(C(C)C)CC)(C)C. Product: [Cl:56][C:53]1[CH:54]=[CH:55][C:50]([CH2:49][NH:48][C:46]([C:41]2[NH:42][C:43]3[C:39]([CH:40]=2)=[CH:38][C:37]([NH:36][C:81]([C@@H:76]2[CH2:77][CH2:78][CH2:79][CH2:80][N:75]2[C:73]([O:72][C:69]([CH3:71])([CH3:70])[CH3:68])=[O:74])=[O:82])=[CH:45][CH:44]=3)=[O:47])=[C:51]([F:67])[C:52]=1[O:57][C:58]1[CH:63]=[C:62]([C:64]#[N:65])[CH:61]=[C:60]([Cl:66])[CH:59]=1. The catalyst class is: 3. (5) Reactant: [Br:1][C:2]1(C=O)[CH:11]=[CH:10][C:9]2[O:8][C:7]([CH3:13])([CH3:12])[CH2:6][C:5]([CH3:15])([CH3:14])[C:4]=2[CH2:3]1.CC(=CC)C.Cl([O-])=O.[Na+].[OH-:27].[Na+].Cl.C[C:31]([OH:34])(C)C. Product: [Br:1][C:2]1[CH:3]=[C:4]2[C:9](=[C:10]([C:31]([OH:34])=[O:27])[CH:11]=1)[O:8][C:7]([CH3:12])([CH3:13])[CH2:6][C:5]2([CH3:14])[CH3:15]. The catalyst class is: 211. (6) Reactant: [CH3:1][C:2]([S:8][CH2:9][C:10]1[C:15]([O:16][CH3:17])=[CH:14][C:13]([O:18][CH3:19])=[CH:12][C:11]=1[O:20][CH3:21])([CH3:7])[CH2:3][C:4](O)=[O:5].[H-].[Al+3].[Li+].[H-].[H-].[H-]. Product: [CH3:7][C:2]([S:8][CH2:9][C:10]1[C:15]([O:16][CH3:17])=[CH:14][C:13]([O:18][CH3:19])=[CH:12][C:11]=1[O:20][CH3:21])([CH3:1])[CH2:3][CH2:4][OH:5]. The catalyst class is: 1. (7) Reactant: [NH2:1][C:2]1[CH:7]=[CH:6][CH:5]=[CH:4][N:3]=1.[CH:8]1([N+:14]#[C-:15])[CH2:13][CH2:12][CH2:11][CH2:10][CH2:9]1.[CH:16](=O)[C:17]1[O:21][CH:20]=[CH:19][CH:18]=1.[C:23]([Cl:26])(=[O:25])[CH3:24]. Product: [Cl-:26].[C:23]([N+:1]1[C:16]([C:17]2[O:21][CH:20]=[CH:19][CH:18]=2)=[C:15]([NH:14][CH:8]2[CH2:13][CH2:12][CH2:11][CH2:10][CH2:9]2)[N:3]2[CH:4]=[CH:5][CH:6]=[CH:7][C:2]=12)(=[O:25])[CH3:24]. The catalyst class is: 519. (8) Reactant: Cl[C:2]1[C:11]2[C:6](=[CH:7][C:8]([F:13])=[CH:9][C:10]=2[F:12])[N:5]=[C:4]([N:14]2[CH2:19][CH2:18][N:17]([C:20]3[CH:25]=[CH:24][CH:23]=[CH:22][CH:21]=3)[CH2:16][CH2:15]2)[C:3]=1[CH3:26].[O:27]1[CH2:32][CH2:31][N:30]([C:33]2[CH:34]=[C:35]([NH2:39])[CH:36]=[N:37][CH:38]=2)[CH2:29][CH2:28]1. Product: [F:13][C:8]1[CH:9]=[C:10]([F:12])[CH:11]=[C:6]2[C:7]=1[C:2]([NH:39][C:35]1[CH:36]=[N:37][CH:38]=[C:33]([N:30]3[CH2:31][CH2:32][O:27][CH2:28][CH2:29]3)[CH:34]=1)=[C:3]([CH3:26])[C:4]([N:14]1[CH2:19][CH2:18][N:17]([C:20]3[CH:25]=[CH:24][CH:23]=[CH:22][CH:21]=3)[CH2:16][CH2:15]1)=[N:5]2. The catalyst class is: 11. (9) Reactant: [Br:1][C:2]1[CH:9]=[C:8]([CH3:10])[CH:7]=[C:6]([Br:11])[C:3]=1[CH:4]=O.Cl.[F:13][C:14]1[CH:19]=[CH:18][C:17]([NH:20][NH2:21])=[CH:16][CH:15]=1.C([O-])(=O)C.[Na+]. Product: [F:13][C:14]1[CH:19]=[CH:18][C:17]([NH:20][N:21]=[CH:4][C:3]2[C:2]([Br:1])=[CH:9][C:8]([CH3:10])=[CH:7][C:6]=2[Br:11])=[CH:16][CH:15]=1. The catalyst class is: 5.